From a dataset of Reaction yield outcomes from USPTO patents with 853,638 reactions. Predict the reaction yield, written as a fraction of the theoretical maximum amount of product (1.0 means a 100% yield; for example, 0.34 means a 34% yield). (1) The reactants are [CH3:1][O:2][CH2:3][CH2:4][CH2:5][O:6][C:7]1[CH:8]=[C:9]2[C:13](=[C:14]([NH:16][S:17]([C:20]3[CH:25]=[CH:24][CH:23]=[CH:22][N:21]=3)(=[O:19])=[O:18])[CH:15]=1)[NH:12][C:11]([C:26]([O:28][CH2:29][CH3:30])=[O:27])=[CH:10]2.[C:31](=O)([O-])[O-].[K+].[K+].CN(C)C=O.CI. The catalyst is O. The product is [CH3:1][O:2][CH2:3][CH2:4][CH2:5][O:6][C:7]1[CH:8]=[C:9]2[C:13](=[C:14]([N:16]([CH3:31])[S:17]([C:20]3[CH:25]=[CH:24][CH:23]=[CH:22][N:21]=3)(=[O:18])=[O:19])[CH:15]=1)[NH:12][C:11]([C:26]([O:28][CH2:29][CH3:30])=[O:27])=[CH:10]2. The yield is 0.880. (2) The reactants are C[O:2][C:3]([C:5]1[CH:10]=[C:9]([N:11]2[CH2:20][CH2:19][C:18]3[C:13](=[CH:14][CH:15]=[CH:16][CH:17]=3)[CH2:12]2)[N:8]=[C:7]([Cl:21])[N:6]=1)=[O:4].CO.ClCCl.[OH-].[Na+]. The yield is 0.990. The product is [Cl:21][C:7]1[N:6]=[C:5]([C:3]([OH:4])=[O:2])[CH:10]=[C:9]([N:11]2[CH2:20][CH2:19][C:18]3[C:13](=[CH:14][CH:15]=[CH:16][CH:17]=3)[CH2:12]2)[N:8]=1. The catalyst is C1COCC1. (3) The reactants are [Br:1][C:2]1[N:3]=[C:4]2[C:10]([I:11])=[CH:9][NH:8][C:5]2=[N:6][CH:7]=1.[H-].[Na+].[C:14]1([CH3:24])[CH:19]=[CH:18][C:17]([S:20](Cl)(=[O:22])=[O:21])=[CH:16][CH:15]=1. The catalyst is C1COCC1. The product is [Br:1][C:2]1[N:3]=[C:4]2[C:10]([I:11])=[CH:9][N:8]([S:20]([C:17]3[CH:18]=[CH:19][C:14]([CH3:24])=[CH:15][CH:16]=3)(=[O:22])=[O:21])[C:5]2=[N:6][CH:7]=1. The yield is 0.990.